From a dataset of Catalyst prediction with 721,799 reactions and 888 catalyst types from USPTO. Predict which catalyst facilitates the given reaction. Reactant: [CH:1]1([OH:4])CC1.[Cr](O[Cr]([O-])(=O)=O)([O-])(=O)=O.[NH+]1[CH:19]=[CH:18][CH:17]=[CH:16][CH:15]=1.[NH+]1C=CC=C[CH:21]=1.[OH2:26]. Product: [CH2:16]([C@H:17]1[CH2:21][C@H:18]1[CH2:19][C:1]([OH:4])=[O:26])[CH3:15]. The catalyst class is: 3.